This data is from Full USPTO retrosynthesis dataset with 1.9M reactions from patents (1976-2016). The task is: Predict the reactants needed to synthesize the given product. (1) Given the product [NH:1]1[C:9]2[C:4](=[CH:5][CH:6]=[CH:7][C:8]=2[CH:10]([C:16]2[CH:21]=[CH:20][CH:19]=[CH:18][CH:17]=2)[CH2:11][CH2:12][NH:14][CH3:15])[CH:3]=[N:2]1, predict the reactants needed to synthesize it. The reactants are: [NH:1]1[C:9]2[C:4](=[CH:5][CH:6]=[CH:7][C:8]=2[CH:10]([C:16]2[CH:21]=[CH:20][CH:19]=[CH:18][CH:17]=2)[CH2:11][C:12]([NH:14][CH3:15])=O)[CH:3]=[N:2]1.C(O)(C(F)(F)F)=O.N1C2C(=CC=CC=2C(C2C=CC=CC=2)CCNC)C=C1. (2) Given the product [Br:7][C:8]1[C:9]([O:15][CH3:16])=[N:10][C:11]([N:1]2[CH2:5][CH2:4][C@@H:3]([OH:6])[CH2:2]2)=[N:12][CH:13]=1, predict the reactants needed to synthesize it. The reactants are: [NH:1]1[CH2:5][CH2:4][C@@H:3]([OH:6])[CH2:2]1.[Br:7][C:8]1[C:9]([O:15][CH3:16])=[N:10][C:11](Cl)=[N:12][CH:13]=1. (3) Given the product [C:11]([N:7]1[CH2:8][CH2:9][CH2:10][N:4]([CH:1]([CH3:3])[CH3:2])[CH2:5][CH2:6]1)([O:13][C:14]([CH3:17])([CH3:16])[CH3:15])=[O:12], predict the reactants needed to synthesize it. The reactants are: [CH:1]([N:4]1[CH2:10][CH2:9][CH2:8][NH:7][CH2:6][CH2:5]1)([CH3:3])[CH3:2].[C:11](N1CCCNCC1)([O:13][C:14]([CH3:17])([CH3:16])[CH3:15])=[O:12].CC(C)=O.[BH-](OC(C)=O)(OC(C)=O)OC(C)=O.[Na+]. (4) Given the product [CH3:1][O:2][C:3](=[O:18])[C:4]1[CH:9]=[C:8]([N:10]2[CH:11]=[N:12][N:13]=[C:14]2[S:15][CH3:19])[CH:7]=[CH:6][C:5]=1[O:16][CH3:17], predict the reactants needed to synthesize it. The reactants are: [CH3:1][O:2][C:3](=[O:18])[C:4]1[CH:9]=[C:8]([N:10]2[C:14](=[S:15])[NH:13][N:12]=[CH:11]2)[CH:7]=[CH:6][C:5]=1[O:16][CH3:17].[C:19](=O)([O-])[O-].[K+].[K+].CI.